From a dataset of Forward reaction prediction with 1.9M reactions from USPTO patents (1976-2016). Predict the product of the given reaction. (1) Given the reactants [H-].[Al+3].[Li+].[H-].[H-].[H-].C([O:10][CH2:11][C-:12]1[CH:16]=[CH:15][CH:14]=[C:13]1[P:17]([C:23]([CH3:26])([CH3:25])[CH3:24])([C:19]([CH3:22])([CH3:21])[CH3:20])=[O:18])(=O)C.[CH-:27]1[CH:31]=[CH:30][CH:29]=[CH:28]1.[Fe+2:32], predict the reaction product. The product is: [C:23]([P:17]([C:19]([CH3:22])([CH3:21])[CH3:20])([C:13]1[C-:12]([CH2:11][OH:10])[CH:16]=[CH:15][CH:14]=1)=[O:18])([CH3:26])([CH3:25])[CH3:24].[CH-:27]1[CH:31]=[CH:30][CH:29]=[CH:28]1.[Fe+2:32]. (2) Given the reactants [NH2:1][C:2]1[CH:12]=[CH:11][C:5]([C:6]([N:8]([CH3:10])[CH3:9])=[O:7])=[C:4]([F:13])[CH:3]=1.[Br:14][C:15]1[CH:20]=[CH:19][C:18]([N:21]=[C:22]=[O:23])=[CH:17][CH:16]=1, predict the reaction product. The product is: [Br:14][C:15]1[CH:20]=[CH:19][C:18]([NH:21][C:22](=[O:23])[NH:1][C:2]2[CH:12]=[CH:11][C:5]([C:6]([N:8]([CH3:10])[CH3:9])=[O:7])=[C:4]([F:13])[CH:3]=2)=[CH:17][CH:16]=1.